This data is from Full USPTO retrosynthesis dataset with 1.9M reactions from patents (1976-2016). The task is: Predict the reactants needed to synthesize the given product. (1) Given the product [Cl:21][C:14]1[CH:13]=[C:12]2[C:17]([C:18]([C:19]#[N:20])=[C:10]([C:6]3[CH:5]=[C:4]([CH:2]([NH:1][S:25]([CH2:23][CH3:24])(=[O:27])=[O:26])[CH3:3])[CH:9]=[N:8][CH:7]=3)[N:11]2[CH3:22])=[CH:16][CH:15]=1, predict the reactants needed to synthesize it. The reactants are: [NH2:1][CH:2]([C:4]1[CH:5]=[C:6]([C:10]2[N:11]([CH3:22])[C:12]3[C:17]([C:18]=2[C:19]#[N:20])=[CH:16][CH:15]=[C:14]([Cl:21])[CH:13]=3)[CH:7]=[N:8][CH:9]=1)[CH3:3].[CH2:23]([S:25](Cl)(=[O:27])=[O:26])[CH3:24].C(N(CC)CC)C. (2) Given the product [N+:19]([C:22]1[CH:28]=[C:27]([Cl:29])[CH:26]=[CH:25][C:23]=1[O:1][N:2]1[C:7]([CH3:9])([CH3:8])[CH2:6][CH2:5][CH2:4][C:3]1([CH3:11])[CH3:10])([O-:21])=[O:20], predict the reactants needed to synthesize it. The reactants are: [OH:1][N:2]1[C:7]([CH3:9])([CH3:8])[CH2:6][CH2:5][CH2:4][C:3]1([CH3:11])[CH3:10].N(OC(C)(C)C)=O.[N+:19]([C:22]1[CH:28]=[C:27]([Cl:29])[CH:26]=[CH:25][C:23]=1N)([O-:21])=[O:20]. (3) Given the product [CH2:11]([O:13][C:14](=[O:22])[CH2:15][CH:16]1[CH2:21][CH2:20][N:19]([C:5]2[CH:6]=[CH:7][CH:8]=[CH:9][C:4]=2[N+:1]([O-:3])=[O:2])[CH2:18][CH2:17]1)[CH3:12], predict the reactants needed to synthesize it. The reactants are: [N+:1]([C:4]1[CH:9]=[CH:8][CH:7]=[CH:6][C:5]=1F)([O-:3])=[O:2].[CH2:11]([O:13][C:14](=[O:22])[CH2:15][CH:16]1[CH2:21][CH2:20][NH:19][CH2:18][CH2:17]1)[CH3:12].C(=O)([O-])[O-].[K+].[K+]. (4) Given the product [C:11]([NH:34][CH2:35][CH2:36][NH:37][C:4](=[O:6])/[CH:3]=[CH:2]/[C:1]([O:8][CH2:9][CH3:10])=[O:7])(=[O:33])[CH2:12][CH2:13]/[CH:14]=[CH:15]\[CH2:16]/[CH:17]=[CH:18]\[CH2:19]/[CH:20]=[CH:21]\[CH2:22]/[CH:23]=[CH:24]\[CH2:25]/[CH:26]=[CH:27]\[CH2:28]/[CH:29]=[CH:30]\[CH2:31][CH3:32], predict the reactants needed to synthesize it. The reactants are: [C:1]([O:8][CH2:9][CH3:10])(=[O:7])/[CH:2]=[CH:3]/[C:4]([O-:6])=O.[C:11]([NH:34][CH2:35][CH2:36][NH:37]C(=O)/C=C/C(OC)=O)(=[O:33])[CH2:12][CH2:13]/[CH:14]=[CH:15]\[CH2:16]/[CH:17]=[CH:18]\[CH2:19]/[CH:20]=[CH:21]\[CH2:22]/[CH:23]=[CH:24]\[CH2:25]/[CH:26]=[CH:27]\[CH2:28]/[CH:29]=[CH:30]\[CH2:31][CH3:32]. (5) Given the product [C:14]([O:18][C:19]([N:21]1[CH2:26][CH2:25][CH:24]([N:27]2[C:31]3=[N:32][C:33]([Cl:37])=[N:34][C:35]([O:11][C:8]4[CH:9]=[CH:10][C:5]([S:2]([CH3:1])(=[O:3])=[O:4])=[CH:6][CH:7]=4)=[C:30]3[CH:29]=[N:28]2)[CH2:23][CH2:22]1)=[O:20])([CH3:17])([CH3:15])[CH3:16], predict the reactants needed to synthesize it. The reactants are: [CH3:1][S:2]([C:5]1[CH:10]=[CH:9][C:8]([OH:11])=[CH:7][CH:6]=1)(=[O:4])=[O:3].[H-].[Na+].[C:14]([O:18][C:19]([N:21]1[CH2:26][CH2:25][CH:24]([N:27]2[C:31]3=[N:32][C:33]([Cl:37])=[N:34][C:35](Cl)=[C:30]3[CH:29]=[N:28]2)[CH2:23][CH2:22]1)=[O:20])([CH3:17])([CH3:16])[CH3:15].[Cl-].[NH4+]. (6) Given the product [CH:17]([NH:20][C:21]1[N:22]=[C:23]([C:2]2[C:10]3[C:5](=[CH:6][CH:7]=[C:8]([C:11]4[O:15][N:14]=[C:13]([NH2:16])[N:12]=4)[CH:9]=3)[NH:4][CH:3]=2)[CH:24]=[N:25][CH:26]=1)([CH3:19])[CH3:18], predict the reactants needed to synthesize it. The reactants are: I[C:2]1[C:10]2[C:5](=[CH:6][CH:7]=[C:8]([C:11]3[O:15][N:14]=[C:13]([NH2:16])[N:12]=3)[CH:9]=2)[NH:4][CH:3]=1.[CH:17]([NH:20][C:21]1[CH:26]=[N:25][CH:24]=[C:23]([Sn](CCCC)(CCCC)CCCC)[N:22]=1)([CH3:19])[CH3:18].N#N.